Dataset: Catalyst prediction with 721,799 reactions and 888 catalyst types from USPTO. Task: Predict which catalyst facilitates the given reaction. (1) Reactant: [NH2:1][C:2]1[C:6]([C:7]2[C:12]([CH3:13])=[CH:11][C:10]([CH3:14])=[CH:9][C:8]=2[CH3:15])=[CH:5][N:4]([CH3:16])[C:3]=1[C:17]#[N:18].[C:19]([O:25][CH3:26])(=[O:24])[CH2:20][C:21]([CH3:23])=O.Cl[Sn](Cl)(Cl)Cl. Product: [CH3:26][O:25][C:19]([C:20]1[C:17]([NH2:18])=[C:3]2[N:4]([CH3:16])[CH:5]=[C:6]([C:7]3[C:12]([CH3:13])=[CH:11][C:10]([CH3:14])=[CH:9][C:8]=3[CH3:15])[C:2]2=[N:1][C:21]=1[CH3:23])=[O:24]. The catalyst class is: 26. (2) The catalyst class is: 11. Product: [Cl:1][C:2]1[CH:3]=[C:4]([C:10]2[C:11]([CH3:26])=[N:12][N:13]([CH2:16][C:17]3[CH:25]=[CH:24][C:20]([C:21](=[S:36])[NH2:23])=[CH:19][CH:18]=3)[C:14]=2[CH3:15])[CH:5]=[CH:6][C:7]=1[C:8]#[N:9]. Reactant: [Cl:1][C:2]1[CH:3]=[C:4]([C:10]2[C:11]([CH3:26])=[N:12][N:13]([CH2:16][C:17]3[CH:25]=[CH:24][C:20]([C:21]([NH2:23])=O)=[CH:19][CH:18]=3)[C:14]=2[CH3:15])[CH:5]=[CH:6][C:7]=1[C:8]#[N:9].COC1C=CC(P2(SP(C3C=CC(OC)=CC=3)(=S)S2)=[S:36])=CC=1. (3) Reactant: [CH3:1][O:2][C:3]1[N:8]=[CH:7][C:6]([N:9]2[C:14](=[O:15])[NH:13][C:12]3[CH:16]=[CH:17][CH:18]=[CH:19][C:11]=3[S:10]2(=[O:21])=[O:20])=[CH:5][C:4]=1[CH3:22].[F:23][C:24]1[CH:31]=[C:30]([O:32][CH3:33])[CH:29]=[C:28]([F:34])[C:25]=1[CH2:26]Br.C([O-])([O-])=O.[K+].[K+].COC1C(C)=CC(N2C(=O)N(CC3C(F)=CC(F)=CC=3F)C3C=CC=CC=3S2(=O)=O)=CC=1C. Product: [F:23][C:24]1[CH:31]=[C:30]([O:32][CH3:33])[CH:29]=[C:28]([F:34])[C:25]=1[CH2:26][N:13]1[C:12]2[CH:16]=[CH:17][CH:18]=[CH:19][C:11]=2[S:10](=[O:21])(=[O:20])[N:9]([C:6]2[CH:7]=[N:8][C:3]([O:2][CH3:1])=[C:4]([CH3:22])[CH:5]=2)[C:14]1=[O:15]. The catalyst class is: 3. (4) Product: [Cl:1][C:2]1[CH:7]=[C:6]([O:8][C:9]2[C:14]([C:15]([N:17]3[C:26]4[C:21](=[CH:22][CH:23]=[CH:24][CH:25]=4)[N:20]([CH:27]4[CH2:28][CH2:29]4)[CH2:19][CH2:18]3)=[O:16])=[CH:13][CH:12]=[CH:11][N:10]=2)[C:5]([Cl:30])=[CH:4][C:3]=1[CH2:31][CH2:32][C:33]([OH:35])=[O:34]. Reactant: [Cl:1][C:2]1[CH:7]=[C:6]([O:8][C:9]2[C:14]([C:15]([N:17]3[C:26]4[C:21](=[CH:22][CH:23]=[CH:24][CH:25]=4)[N:20]([CH:27]4[CH2:29][CH2:28]4)[CH2:19][CH2:18]3)=[O:16])=[CH:13][CH:12]=[CH:11][N:10]=2)[C:5]([Cl:30])=[CH:4][C:3]=1[CH:31]=[CH:32][C:33]([OH:35])=[O:34]. The catalyst class is: 29. (5) Reactant: [CH2:1]([O:8][C:9]([N:11]1[CH2:16][CH2:15][CH:14]([C:17]([OH:19])=O)[CH2:13][CH2:12]1)=[O:10])[C:2]1[CH:7]=[CH:6][CH:5]=[CH:4][CH:3]=1.[NH2:20][NH2:21].CCN=C=NC[CH2:28][CH2:29]N(C)C.[OH:33]S([O-])(=O)=O.[K+]. Product: [CH2:1]([O:8][C:9]([N:11]1[CH2:12][CH2:13][CH:14]([C:17]([NH:20][NH:21][C:28](=[O:33])[CH3:29])=[O:19])[CH2:15][CH2:16]1)=[O:10])[C:2]1[CH:3]=[CH:4][CH:5]=[CH:6][CH:7]=1. The catalyst class is: 2. (6) Reactant: [CH3:1][C@@H:2]1[NH:7][C@H:6]([C:8]2[CH:13]=[CH:12][CH:11]=[CH:10][CH:9]=2)[CH2:5][O:4][C:3]1=[O:14].C([O-])([O-])=O.[Na+].[Na+].[C:21](Cl)(=[O:23])[CH3:22]. Product: [C:21]([N:7]1[C@H:6]([C:8]2[CH:13]=[CH:12][CH:11]=[CH:10][CH:9]=2)[CH2:5][O:4][C:3](=[O:14])[C@@H:2]1[CH3:1])(=[O:23])[CH3:22]. The catalyst class is: 4. (7) Reactant: C([O:5][C:6]([N:8]1[C:13]2[CH:14]=[C:15]([NH:18][C:19]3[N:24]=[C:23]([NH:25][C:26]4[CH:27]=[C:28]([NH:32][C:33](=[O:36])[CH:34]=[CH2:35])[CH:29]=[CH:30][CH:31]=4)[C:22]([F:37])=[CH:21][N:20]=3)[CH:16]=[CH:17][C:12]=2[O:11][CH2:10][CH2:9]1)=O)(C)(C)C.[C:38](OC(=O)C)(=O)C.N1C=CC=CC=1. Product: [C:6]([N:8]1[C:13]2[CH:14]=[C:15]([NH:18][C:19]3[N:24]=[C:23]([NH:25][C:26]4[CH:27]=[C:28]([NH:32][C:33](=[O:36])[CH:34]=[CH2:35])[CH:29]=[CH:30][CH:31]=4)[C:22]([F:37])=[CH:21][N:20]=3)[CH:16]=[CH:17][C:12]=2[O:11][CH2:10][CH2:9]1)(=[O:5])[CH3:38]. The catalyst class is: 2. (8) Reactant: B.[CH3:2][C:3]1(C)[CH2:8][C:7](C)([CH3:9])[CH2:6][C:5]([CH2:13][C:14]([NH2:16])=O)([CH:11]=C)[CH2:4]1.[ClH:18]. Product: [ClH:18].[CH3:2][C:3]12[CH2:4][C:5]([CH3:11])([CH2:6][CH:7]([CH3:9])[CH2:8]1)[CH2:13][CH2:14][NH:16]2. The catalyst class is: 7. (9) Product: [F:28][C:25]1[CH:24]=[CH:23][C:22]([CH:14]([C:15]2[CH:20]=[CH:19][C:18]([F:21])=[CH:17][CH:16]=2)[O:13][C:5]2[CH:4]=[CH:3][C:2]([NH:1][C:40]([NH:39][C:33]3[CH:34]=[CH:35][C:36]([O:37][CH3:38])=[C:31]([O:30][CH3:29])[CH:32]=3)=[O:41])=[CH:7][C:6]=2[CH2:8][CH:9]([CH3:10])[CH3:11])=[CH:27][CH:26]=1. The catalyst class is: 1. Reactant: [NH2:1][C:2]1[CH:3]=[CH:4][C:5]([O:13][CH:14]([C:22]2[CH:27]=[CH:26][C:25]([F:28])=[CH:24][CH:23]=2)[C:15]2[CH:20]=[CH:19][C:18]([F:21])=[CH:17][CH:16]=2)=[C:6]([C:8](=O)[CH:9]([CH3:11])[CH3:10])[CH:7]=1.[CH3:29][O:30][C:31]1[CH:32]=[C:33]([N:39]=[C:40]=[O:41])[CH:34]=[CH:35][C:36]=1[O:37][CH3:38].